This data is from Full USPTO retrosynthesis dataset with 1.9M reactions from patents (1976-2016). The task is: Predict the reactants needed to synthesize the given product. (1) Given the product [CH2:1]([NH:8][C:9]1[C:18]2[C:13](=[CH:14][CH:15]=[CH:16][CH:17]=2)[N:12]=[CH:11][CH:10]=1)[C:2]1[CH:7]=[CH:6][CH:5]=[CH:4][CH:3]=1, predict the reactants needed to synthesize it. The reactants are: [CH2:1]([NH:8][C:9]1[C:18]2[C:13](=[CH:14][C:15](Cl)=[CH:16][CH:17]=2)[N:12]=[CH:11][CH:10]=1)[C:2]1[CH:7]=[CH:6][CH:5]=[CH:4][CH:3]=1.[H][H]. (2) Given the product [CH3:11][C:12]1[C:13]([CH2:18][NH:19][C:2]2[CH:7]=[CH:6][C:5]([N+:8]([O-:10])=[O:9])=[CH:4][N:3]=2)=[N:14][CH:15]=[CH:16][CH:17]=1, predict the reactants needed to synthesize it. The reactants are: Cl[C:2]1[CH:7]=[CH:6][C:5]([N+:8]([O-:10])=[O:9])=[CH:4][N:3]=1.[CH3:11][C:12]1[C:13]([CH2:18][NH2:19])=[N:14][CH:15]=[CH:16][CH:17]=1.C(N(CC)CC)C.O.